Dataset: Catalyst prediction with 721,799 reactions and 888 catalyst types from USPTO. Task: Predict which catalyst facilitates the given reaction. (1) Reactant: Br[CH2:2][CH2:3][CH3:4].[CH2:5]([O:7][C:8]([C:10]1[S:27][C:13]2[N:14]=[C:15]([NH2:26])[N:16]=[C:17]([C:18]3[CH:23]=[CH:22][C:21]([OH:24])=[CH:20][C:19]=3[CH3:25])[C:12]=2[CH:11]=1)=[O:9])[CH3:6].C(=O)([O-])[O-].[K+].[K+]. Product: [CH2:5]([O:7][C:8]([C:10]1[S:27][C:13]2[N:14]=[C:15]([NH2:26])[N:16]=[C:17]([C:18]3[CH:23]=[CH:22][C:21]([O:24][CH2:2][CH2:3][CH3:4])=[CH:20][C:19]=3[CH3:25])[C:12]=2[CH:11]=1)=[O:9])[CH3:6]. The catalyst class is: 3. (2) Reactant: [F:1][C:2]1([F:23])[C:10]2[C:5](=[CH:6][CH:7]=[CH:8][C:9]=2[C@@H:11]([OH:13])[CH3:12])[N:4]([CH2:14][C:15]2[CH:20]=[CH:19][N:18]=[CH:17][C:16]=2[F:21])[C:3]1=[O:22].ClC1C=CC=C(C(OO)=[O:32])C=1.S([O-])([O-])(=O)=S.[Na+].[Na+]. Product: [F:23][C:2]1([F:1])[C:10]2[C:5](=[CH:6][CH:7]=[CH:8][C:9]=2[C@@H:11]([OH:13])[CH3:12])[N:4]([CH2:14][C:15]2[CH:20]=[CH:19][N+:18]([O-:32])=[CH:17][C:16]=2[F:21])[C:3]1=[O:22]. The catalyst class is: 22. (3) Reactant: [CH3:1][O:2][CH2:3][CH2:4][N:5]1[CH2:9][C@@H:8]([C:10]2[CH:15]=[CH:14][CH:13]=[CH:12][CH:11]=2)[C@H:7](C(O)=O)[CH2:6]1.C1(P([N:33]=[N+]=[N-])(C2C=CC=CC=2)=O)C=CC=CC=1.[CH2:36]([OH:43])[C:37]1[CH:42]=[CH:41][CH:40]=[CH:39][CH:38]=1.CCO[C:47](C)=[O:48]. Product: [CH3:1][O:2][CH2:3][CH2:4][N:5]1[CH2:9][C@@H:8]([C:10]2[CH:11]=[CH:12][CH:13]=[CH:14][CH:15]=2)[C@H:7]([NH:33][C:47](=[O:48])[O:43][CH2:36][C:37]2[CH:42]=[CH:41][CH:40]=[CH:39][CH:38]=2)[CH2:6]1. The catalyst class is: 11.